This data is from Forward reaction prediction with 1.9M reactions from USPTO patents (1976-2016). The task is: Predict the product of the given reaction. (1) Given the reactants [NH3:1].Br[C:3]1[N:8]=[CH:7][C:6]([CH2:9][N:10]2[CH2:15][CH2:14][N:13]([CH2:16][CH3:17])[CH2:12][CH2:11]2)=[CH:5][CH:4]=1, predict the reaction product. The product is: [CH2:16]([N:13]1[CH2:14][CH2:15][N:10]([CH2:9][C:6]2[CH:5]=[CH:4][C:3]([NH2:1])=[N:8][CH:7]=2)[CH2:11][CH2:12]1)[CH3:17]. (2) Given the reactants [CH2:1]([C:3]1([CH3:23])[CH:8]([CH3:9])[CH:7]([OH:10])[CH2:6][C:5]([CH2:12][CH3:13])([CH3:11])[N:4]1[O:14][CH:15]([C:17]1[CH:22]=[CH:21][CH:20]=[CH:19][CH:18]=1)[CH3:16])[CH3:2].[C:24](Cl)(=[O:27])[CH:25]=[CH2:26].C(N(CC)CC)C, predict the reaction product. The product is: [CH2:1]([C:3]1([CH3:23])[CH:8]([CH3:9])[CH:7]([O:10][C:24](=[O:27])[CH:25]=[CH2:26])[CH2:6][C:5]([CH2:12][CH3:13])([CH3:11])[N:4]1[O:14][CH:15]([C:17]1[CH:18]=[CH:19][CH:20]=[CH:21][CH:22]=1)[CH3:16])[CH3:2]. (3) Given the reactants COC(=O)CCCCCCCCCCC=O.[Br-].C(OC(C1SC(C[P+](C2C=CC=CC=2)(C2C=CC=CC=2)C2C=CC=CC=2)=CC=1)=O)(C)(C)C.C1CCN2C(=NCCC2)CC1.[C:61]([O:65][C:66]([C:68]1[S:69][C:70]([CH:73]=[CH:74][CH2:75][CH2:76][CH2:77][CH2:78][CH2:79][CH2:80][CH2:81][CH2:82][CH2:83][CH2:84][C:85]([O:87][CH3:88])=[O:86])=[CH:71][CH:72]=1)=[O:67])([CH3:64])([CH3:63])[CH3:62], predict the reaction product. The product is: [C:61]([O:65][C:66]([C:68]1[S:69][C:70]([CH2:73][CH2:74][CH2:75][CH2:76][CH2:77][CH2:78][CH2:79][CH2:80][CH2:81][CH2:82][CH2:83][CH2:84][C:85]([O:87][CH3:88])=[O:86])=[CH:71][CH:72]=1)=[O:67])([CH3:64])([CH3:63])[CH3:62]. (4) Given the reactants [F:1][C:2]1[CH:3]=[C:4]([NH:25][C:26]([C:28]2[C:29](=[O:41])[N:30]([C:35]3[CH:40]=[CH:39][CH:38]=[CH:37][CH:36]=3)[N:31]([CH3:34])[C:32]=2[CH3:33])=[O:27])[CH:5]=[CH:6][C:7]=1[O:8][C:9]1[C:18]2[C:13](=[CH:14][C:15]([O:19][CH2:20][C:21]3([OH:24])[CH2:23][CH2:22]3)=[CH:16][CH:17]=2)[N:12]=[CH:11][CH:10]=1.[C:42]([NH:49][CH2:50][C:51](O)=[O:52])([O:44][C:45]([CH3:48])([CH3:47])[CH3:46])=[O:43].C1CCC(N=C=NC2CCCCC2)CC1, predict the reaction product. The product is: [C:45]([O:44][C:42]([NH:49][CH2:50][C:51]([O:24][C:21]1([CH2:20][O:19][C:15]2[CH:14]=[C:13]3[C:18]([C:9]([O:8][C:7]4[CH:6]=[CH:5][C:4]([NH:25][C:26]([C:28]5[C:29](=[O:41])[N:30]([C:35]6[CH:36]=[CH:37][CH:38]=[CH:39][CH:40]=6)[N:31]([CH3:34])[C:32]=5[CH3:33])=[O:27])=[CH:3][C:2]=4[F:1])=[CH:10][CH:11]=[N:12]3)=[CH:17][CH:16]=2)[CH2:22][CH2:23]1)=[O:52])=[O:43])([CH3:48])([CH3:47])[CH3:46]. (5) Given the reactants [C:1]([C:4]12[CH2:11][CH2:10][C:7]([NH:12][CH2:13][C:14]([N:16]3[CH2:20][C@@H:19]([F:21])[CH2:18][C@H:17]3[C:22]#[N:23])=[O:15])([CH2:8][CH2:9]1)[CH2:6][CH2:5]2)([OH:3])=O.[CH3:24][O:25][CH2:26][CH2:27][NH2:28], predict the reaction product. The product is: [F:21][C@@H:19]1[CH2:20][N:16]([C:14](=[O:15])[CH2:13][NH:12][C:7]23[CH2:6][CH2:5][C:4]([C:1]([NH:28][CH2:27][CH2:26][O:25][CH3:24])=[O:3])([CH2:9][CH2:8]2)[CH2:11][CH2:10]3)[C@H:17]([C:22]#[N:23])[CH2:18]1. (6) Given the reactants C([N:4]1[CH2:13][C:12]([CH3:15])([CH3:14])[C:11]2[C:6](=[CH:7][C:8]([NH:16][C:17](=[O:35])[C:18]3[CH:23]=[CH:22][CH:21]=[N:20][C:19]=3[NH:24][CH2:25][C:26]3[N:31]=[C:30]4[NH:32][CH:33]=[CH:34][C:29]4=[CH:28][CH:27]=3)=[CH:9][CH:10]=2)[CH2:5]1)(=O)C.Cl.C([O-])(O)=O.[Na+], predict the reaction product. The product is: [CH3:14][C:12]1([CH3:15])[C:11]2[C:6](=[CH:7][C:8]([NH:16][C:17](=[O:35])[C:18]3[CH:23]=[CH:22][CH:21]=[N:20][C:19]=3[NH:24][CH2:25][C:26]3[N:31]=[C:30]4[NH:32][CH:33]=[CH:34][C:29]4=[CH:28][CH:27]=3)=[CH:9][CH:10]=2)[CH2:5][NH:4][CH2:13]1. (7) Given the reactants [CH:1]1([Mg]Cl)[CH2:6][CH2:5][CH2:4][CH2:3][CH2:2]1.[C:9]([C:17]([O:19]CC)=[O:18])(=[O:16])[C:10]1[CH:15]=[CH:14][CH:13]=[CH:12][CH:11]=1, predict the reaction product. The product is: [CH:1]1([C:9]([OH:16])([C:10]2[CH:11]=[CH:12][CH:13]=[CH:14][CH:15]=2)[C:17]([OH:19])=[O:18])[CH2:6][CH2:5][CH2:4][CH2:3][CH2:2]1.